Dataset: Forward reaction prediction with 1.9M reactions from USPTO patents (1976-2016). Task: Predict the product of the given reaction. (1) Given the reactants [CH2:1]([NH:6][CH2:7][CH2:8][CH2:9][CH2:10][CH3:11])[CH2:2][CH2:3][CH2:4][CH3:5].[C:12](=[S:14])=[S:13], predict the reaction product. The product is: [CH2:7]([N:6]([CH2:1][CH2:2][CH2:3][CH2:4][CH3:5])[C:12](=[S:13])[S-:14])[CH2:8][CH2:9][CH2:10][CH3:11].[CH2:7]([NH2+:6][CH2:1][CH2:2][CH2:3][CH2:4][CH3:5])[CH2:8][CH2:9][CH2:10][CH3:11]. (2) Given the reactants [NH2:1][C:2]1[CH:7]=[CH:6][C:5]([C:8]2[C:16]3[C:11](=[CH:12][C:13]([F:17])=[CH:14][CH:15]=3)[N:10]([S:18]([C:21]3[CH:26]=[CH:25][CH:24]=[CH:23][CH:22]=3)(=[O:20])=[O:19])[CH:9]=2)=[CH:4][C:3]=1[OH:27].C1C[O:31][CH2:30]C1, predict the reaction product. The product is: [F:17][C:13]1[CH:12]=[C:11]2[C:16]([C:8]([C:5]3[CH:6]=[CH:7][C:2]4[NH:1][C:30](=[O:31])[O:27][C:3]=4[CH:4]=3)=[CH:9][N:10]2[S:18]([C:21]2[CH:26]=[CH:25][CH:24]=[CH:23][CH:22]=2)(=[O:20])=[O:19])=[CH:15][CH:14]=1. (3) The product is: [Cl:23][C:24]1[CH:25]=[CH:26][C:27]([C@@H:30]2[C@:32]3([C:40]4[C:35](=[CH:36][CH:37]=[CH:38][CH:39]=4)[N:34]([CH2:20][C:16]4[CH:15]=[C:14]([CH:19]=[CH:18][CH:17]=4)[C:13]([NH:10][CH2:9][CH2:8][CH2:7][N:4]4[CH2:5][CH2:6][O:1][CH2:2][CH2:3]4)=[O:22])[C:33]3=[O:41])[CH2:31]2)=[CH:28][CH:29]=1. Given the reactants [O:1]1[CH2:6][CH2:5][N:4]([CH2:7][CH2:8][CH2:9][NH2:10])[CH2:3][CH2:2]1.CO[C:13](=[O:22])[C:14]1[CH:19]=[CH:18][CH:17]=[C:16]([CH2:20]Br)[CH:15]=1.[Cl:23][C:24]1[CH:29]=[CH:28][C:27]([C@@H:30]2[C@:32]3([C:40]4[C:35](=[CH:36][CH:37]=[CH:38][CH:39]=4)[NH:34][C:33]3=[O:41])[CH2:31]2)=[CH:26][CH:25]=1, predict the reaction product. (4) Given the reactants [Cl:1][C:2]1[CH:7]=[CH:6][C:5](B(O)O)=[CH:4][CH:3]=1.C(=O)([O-])[O-].[K+].[K+].Br[C:18]1[N:19]=[C:20]([C:23]2[CH:28]=[CH:27][CH:26]=[C:25]([F:29])[N:24]=2)[S:21][CH:22]=1, predict the reaction product. The product is: [Cl:1][C:2]1[CH:7]=[CH:6][C:5]([C:18]2[N:19]=[C:20]([C:23]3[CH:28]=[CH:27][CH:26]=[C:25]([F:29])[N:24]=3)[S:21][CH:22]=2)=[CH:4][CH:3]=1. (5) Given the reactants [CH:1]1([C:6]([OH:18])([C:10]2[CH:15]=[CH:14][C:13]([O:16][CH3:17])=[CH:12][CH:11]=2)[C:7]([OH:9])=[O:8])[CH2:5][CH2:4][CH2:3][CH2:2]1.[CH:19]12[CH2:24][CH:23]1[CH2:22][N:21]([CH2:25][C:26]#[C:27][CH2:28]O)[CH2:20]2, predict the reaction product. The product is: [C@@H:19]12[CH2:24][C@@H:23]1[CH2:22][N:21]([CH2:25][C:26]#[C:27][CH2:28][O:8][C:7](=[O:9])[C:6]([C:10]1[CH:15]=[CH:14][C:13]([O:16][CH3:17])=[CH:12][CH:11]=1)([CH:1]1[CH2:5][CH2:4][CH2:3][CH2:2]1)[OH:18])[CH2:20]2. (6) The product is: [NH2:1][C:2]1[CH:3]=[C:4]2[C:25](=[CH:26][C:27]=1[N+:61]([O-:63])=[O:62])[CH2:24][C@:6]1([C:14]3[C:9](=[N:10][CH:11]=[CH:12][CH:13]=3)[NH:8][C:7]1=[O:23])[CH2:5]2. Given the reactants [NH2:1][C:2]1[CH:3]=[C:4]2[C:25](=[CH:26][CH:27]=1)[CH2:24][C@:6]1([C:14]3[C:9](=[N:10][CH:11]=[CH:12][CH:13]=3)[N:8](COCC[Si](C)(C)C)[C:7]1=[O:23])[CH2:5]2.FC(F)(F)C(OC(=O)C(F)(F)F)=O.NC1C=CC=CC=1.FC(F)(F)C(NC1C=CC=CC=1)=O.[N+:61]([O-])([OH:63])=[O:62].FC(F)(F)C(O)=O.C(N)CN, predict the reaction product.